This data is from Forward reaction prediction with 1.9M reactions from USPTO patents (1976-2016). The task is: Predict the product of the given reaction. (1) Given the reactants [CH3:1][C:2]1[CH:7]=[CH:6][C:5]([S:8]([O:11][CH2:12][CH:13]2[CH2:17][C:16]3[CH:18]=[CH:19][C:20](OS(C(F)(F)F)(=O)=O)=[CH:21][C:15]=3[O:14]2)(=[O:10])=[O:9])=[CH:4][CH:3]=1.[C:30]1(B(O)O)[CH:35]=[CH:34][CH:33]=[CH:32][CH:31]=1.[Cl-].[Li+], predict the reaction product. The product is: [CH3:1][C:2]1[CH:7]=[CH:6][C:5]([S:8]([O:11][CH2:12][CH:13]2[CH2:17][C:16]3[CH:18]=[CH:19][C:20]([C:30]4[CH:35]=[CH:34][CH:33]=[CH:32][CH:31]=4)=[CH:21][C:15]=3[O:14]2)(=[O:9])=[O:10])=[CH:4][CH:3]=1. (2) Given the reactants NC1C=CNN=1.O/[CH:8]=[C:9]1\[C:10](=[O:18])[NH:11][C:12]2[C:17]\1=[CH:16][CH:15]=[CH:14][CH:13]=2.[CH3:19][O:20][C:21]1[CH:22]=[C:23]([C:27]2[CH:28]=[C:29]([NH2:32])[NH:30][N:31]=2)[CH:24]=[CH:25][CH:26]=1, predict the reaction product. The product is: [CH3:19][O:20][C:21]1[CH:22]=[C:23]([C:27]2[CH:28]=[C:29]([NH:32][CH:8]=[C:9]3[C:17]4[C:12](=[CH:13][CH:14]=[CH:15][CH:16]=4)[NH:11][C:10]3=[O:18])[NH:30][N:31]=2)[CH:24]=[CH:25][CH:26]=1.